From a dataset of Catalyst prediction with 721,799 reactions and 888 catalyst types from USPTO. Predict which catalyst facilitates the given reaction. (1) Reactant: [NH2:1][C:2]1[CH:11]=[CH:10][C:5]([C:6]([O:8][CH3:9])=[O:7])=[CH:4][CH:3]=1.[N:12]([O-])=O.[Na+].[Sn](Cl)(Cl)(Cl)Cl. Product: [NH:1]([C:2]1[CH:3]=[CH:4][C:5]([C:6]([O:8][CH3:9])=[O:7])=[CH:10][CH:11]=1)[NH2:12]. The catalyst class is: 223. (2) Reactant: Cl.Cl.CO[C:5](=[O:33])[CH2:6][C:7]1([N:11]2[CH2:16][CH2:15][CH:14]([N:17]([C@@H:24]3[CH2:26][C@H:25]3[C:27]3[CH:32]=[CH:31][CH:30]=[CH:29][CH:28]=3)C(=O)C(F)(F)F)[CH2:13][CH2:12]2)[CH2:10][NH:9][CH2:8]1.C([N:37]([CH2:41]C)[CH:38](C)C)(C)C.[CH2:43]([S:45](Cl)(=[O:47])=[O:46])[CH3:44]. Product: [CH2:43]([S:45]([N:9]1[CH2:10][C:7]([CH2:6][C:5]([N:37]([CH3:38])[CH3:41])=[O:33])([N:11]2[CH2:12][CH2:13][CH:14]([NH:17][C@@H:24]3[CH2:26][C@H:25]3[C:27]3[CH:32]=[CH:31][CH:30]=[CH:29][CH:28]=3)[CH2:15][CH2:16]2)[CH2:8]1)(=[O:47])=[O:46])[CH3:44]. The catalyst class is: 7. (3) Reactant: ClCCl.Cl.Cl.[NH2:6][CH2:7][C:8]1[CH:13]=[CH:12][C:11]([C:14]2[NH:18][C:17]([C@H:19]3[N:27]4[C:22](=[CH:23][C:24]([C:29]5[CH:34]=[C:33]([Cl:35])[CH:32]=[CH:31][C:30]=5[N:36]5[CH:40]=[N:39][N:38]=[N:37]5)=[CH:25][C:26]4=[O:28])[CH2:21][CH2:20]3)=[N:16][CH:15]=2)=[CH:10][CH:9]=1.[C:41](OC(=O)C)(=[O:43])[CH3:42].Cl. Product: [Cl:35][C:33]1[CH:32]=[CH:31][C:30]([N:36]2[CH:40]=[N:39][N:38]=[N:37]2)=[C:29]([C:24]2[CH:23]=[C:22]3[N:27]([C@H:19]([C:17]4[NH:18][C:14]([C:11]5[CH:10]=[CH:9][C:8]([CH2:7][NH:6][C:41](=[O:43])[CH3:42])=[CH:13][CH:12]=5)=[CH:15][N:16]=4)[CH2:20][CH2:21]3)[C:26](=[O:28])[CH:25]=2)[CH:34]=1. The catalyst class is: 17. (4) Reactant: [Cl:1][C:2]1[CH:25]=[CH:24][C:5]([CH2:6][NH:7][C:8]([C:10]2[C:11](=[O:23])[C:12]3[S:19][C:18]([CH2:20]Cl)=[C:17]([CH3:22])[C:13]=3[N:14]([CH3:16])[CH:15]=2)=[O:9])=[CH:4][CH:3]=1.[CH3:26][O:27][C:28]1[CH:33]=[CH:32][CH:31]=[C:30]([O:34][CH3:35])[C:29]=1[CH:36]([OH:40])[CH2:37][NH:38][CH3:39].C(N(C(C)C)CC)(C)C. Product: [Cl:1][C:2]1[CH:25]=[CH:24][C:5]([CH2:6][NH:7][C:8]([C:10]2[C:11](=[O:23])[C:12]3[S:19][C:18]([CH2:20][N:38]([CH2:37][CH:36]([C:29]4[C:30]([O:34][CH3:35])=[CH:31][CH:32]=[CH:33][C:28]=4[O:27][CH3:26])[OH:40])[CH3:39])=[C:17]([CH3:22])[C:13]=3[N:14]([CH3:16])[CH:15]=2)=[O:9])=[CH:4][CH:3]=1. The catalyst class is: 18. (5) Reactant: C[O:2][C:3](=[O:26])[C:4]1[CH:9]=[CH:8][CH:7]=[CH:6][C:5]=1[CH2:10][N:11]1[C:19](=[O:20])[C:18]2[C@@H:17]3[C:21]([CH3:23])([CH3:22])[C@@:14]([CH3:24])([CH2:15][CH2:16]3)[C:13]=2[N:12]1[CH3:25].[OH-].[Na+]. The catalyst class is: 83. Product: [CH3:25][N:12]1[C:13]2[C@@:14]3([CH3:24])[C:21]([CH3:22])([CH3:23])[C@H:17]([CH2:16][CH2:15]3)[C:18]=2[C:19](=[O:20])[N:11]1[CH2:10][C:5]1[CH:6]=[CH:7][CH:8]=[CH:9][C:4]=1[C:3]([OH:26])=[O:2]. (6) Reactant: FC(F)(F)C([O-])=O.[CH2:8]1[C:10]2([CH2:15][CH2:14][NH:13][CH2:12][CH2:11]2)[CH:9]1[C:16]([O:18][CH2:19][CH3:20])=[O:17].C(=O)([O-])[O-].[K+].[K+].F[C:28]1[CH:33]=[CH:32][C:31]([N+:34]([O-:36])=[O:35])=[CH:30][CH:29]=1. Product: [N+:34]([C:31]1[CH:32]=[CH:33][C:28]([N:13]2[CH2:14][CH2:15][C:10]3([CH2:8][CH:9]3[C:16]([O:18][CH2:19][CH3:20])=[O:17])[CH2:11][CH2:12]2)=[CH:29][CH:30]=1)([O-:36])=[O:35]. The catalyst class is: 3. (7) Reactant: [CH2:1]([O:8][C:9]([N:11]1[CH2:15][CH2:14][CH2:13][C@H:12]1[C:16](=[O:33])[NH:17][C:18]1[CH:23]=[CH:22][CH:21]=[C:20](B2OC(C)(C)C(C)(C)O2)[CH:19]=1)=[O:10])[C:2]1[CH:7]=[CH:6][CH:5]=[CH:4][CH:3]=1.Br[C:35]1[CH:43]=[C:42]2[C:38]([CH:39]=[CH:40][NH:41]2)=[CH:37][CH:36]=1.C([O-])(O)=O.[Na+].CN(C=O)C. Product: [CH2:1]([O:8][C:9]([N:11]1[CH2:15][CH2:14][CH2:13][C@H:12]1[C:16](=[O:33])[NH:17][C:18]1[CH:23]=[CH:22][CH:21]=[C:20]([C:35]2[CH:43]=[C:42]3[C:38]([CH:39]=[CH:40][NH:41]3)=[CH:37][CH:36]=2)[CH:19]=1)=[O:10])[C:2]1[CH:3]=[CH:4][CH:5]=[CH:6][CH:7]=1. The catalyst class is: 5.